This data is from Forward reaction prediction with 1.9M reactions from USPTO patents (1976-2016). The task is: Predict the product of the given reaction. (1) Given the reactants [CH3:1][C:2]1[CH:7]=[CH:6][CH:5]=[CH:4][C:3]=1[CH2:8][C:9]([OH:11])=[O:10].S(=O)(=O)(O)O.[CH3:17]O, predict the reaction product. The product is: [C:2]1([CH3:1])[CH:7]=[CH:6][CH:5]=[CH:4][C:3]=1[CH2:8][C:9]([O:11][CH3:17])=[O:10]. (2) The product is: [C:23]([C:22]1[CH:25]=[CH:26][C:19]([CH2:18][C:17]([OH:15])=[O:16])=[CH:20][CH:21]=1)#[N:24]. Given the reactants I([O-])(=O)(=O)=O.[Na+].C(Cl)(Cl)(Cl)Cl.C(#N)C.[OH2:15].[OH:16][CH2:17][CH2:18][C:19]1[CH:26]=[CH:25][C:22]([C:23]#[N:24])=[CH:21][CH:20]=1, predict the reaction product. (3) Given the reactants [C:1]([O:5][C:6](=[O:25])[CH2:7][CH:8]([N+:22]([O-])=O)[CH:9]([OH:21])[CH2:10][O:11][CH2:12][C:13]1[C:18]([Cl:19])=[CH:17][CH:16]=[CH:15][C:14]=1[Cl:20])([CH3:4])([CH3:3])[CH3:2], predict the reaction product. The product is: [C:1]([O:5][C:6](=[O:25])[CH2:7][CH:8]([NH2:22])[CH:9]([OH:21])[CH2:10][O:11][CH2:12][C:13]1[C:18]([Cl:19])=[CH:17][CH:16]=[CH:15][C:14]=1[Cl:20])([CH3:4])([CH3:2])[CH3:3]. (4) Given the reactants Br[C:2]1[CH:13]=[C:12]([O:14][C@@H:15]([C@H:17]2[CH2:21][NH:20][C:19](=[O:22])[CH2:18]2)[CH3:16])[C:5]2[N:6]([CH:9]3[CH2:11][CH2:10]3)[CH:7]=[N:8][C:4]=2[CH:3]=1.C([Sn](CCCC)(CCCC)[C:28]1[CH:33]=[CH:32][CH:31]=[CH:30][N:29]=1)CCC, predict the reaction product. The product is: [CH:9]1([N:6]2[C:5]3[C:12]([O:14][C@@H:15]([C@H:17]4[CH2:21][NH:20][C:19](=[O:22])[CH2:18]4)[CH3:16])=[CH:13][C:2]([C:28]4[CH:33]=[CH:32][CH:31]=[CH:30][N:29]=4)=[CH:3][C:4]=3[N:8]=[CH:7]2)[CH2:11][CH2:10]1. (5) Given the reactants Br[CH2:2][C:3]1[CH:8]=[CH:7][C:6]([O:9][CH3:10])=[CH:5][C:4]=1[C:11]([F:14])([F:13])[F:12].[NH:15]1[C:23]2[C:18](=[CH:19][C:20]([CH:24]=[O:25])=[CH:21][CH:22]=2)[CH:17]=[N:16]1, predict the reaction product. The product is: [CH3:10][O:9][C:6]1[CH:7]=[CH:8][C:3]([CH2:2][N:15]2[C:23]3[C:18](=[CH:19][C:20]([CH:24]=[O:25])=[CH:21][CH:22]=3)[CH:17]=[N:16]2)=[C:4]([C:11]([F:14])([F:13])[F:12])[CH:5]=1. (6) Given the reactants [C:1]([O:5][C:6]([C:8]1[O:9][C:10]2[CH:17]=[CH:16][CH:15]=[C:14]([OH:18])[C:11]=2[C:12]=1[CH3:13])=[O:7])([CH3:4])([CH3:3])[CH3:2].[I:19]N1C(=O)CCC1=O, predict the reaction product. The product is: [C:1]([O:5][C:6]([C:8]1[O:9][C:10]2[CH:17]=[CH:16][C:15]([I:19])=[C:14]([OH:18])[C:11]=2[C:12]=1[CH3:13])=[O:7])([CH3:4])([CH3:2])[CH3:3]. (7) Given the reactants [Na].[CH2:2]([CH:5]([C:11]([O:13]CC)=O)[C:6](OCC)=[O:7])[CH:3]=[CH2:4].C(O)(=O)C.[CH:20]([NH2:22])=[NH:21], predict the reaction product. The product is: [CH2:2]([C:5]1[C:11]([OH:13])=[N:21][CH:20]=[N:22][C:6]=1[OH:7])[CH:3]=[CH2:4]. (8) Given the reactants C([Li])CCC.[CH3:6][N:7]1[CH:11]=[CH:10][N:9]=[CH:8]1.Cl[Si](CC)(CC)CC.[Cl:20][C:21]1[CH:26]=[CH:25][C:24]([C:27]([C:29]2[CH:30]=[CH:31][C:32]3[C:33]([CH:44]=2)=[C:34]([C:37]2[CH:42]=[CH:41][CH:40]=[C:39]([Cl:43])[CH:38]=2)[O:35][N:36]=3)=[O:28])=[CH:23][CH:22]=1, predict the reaction product. The product is: [Cl:43][C:39]1[CH:38]=[C:37]([C:34]2[O:35][N:36]=[C:32]3[CH:31]=[CH:30][C:29]([C:27]([C:24]4[CH:23]=[CH:22][C:21]([Cl:20])=[CH:26][CH:25]=4)([C:11]4[N:7]([CH3:6])[CH:8]=[N:9][CH:10]=4)[OH:28])=[CH:44][C:33]=23)[CH:42]=[CH:41][CH:40]=1. (9) Given the reactants C[O:2][C:3]([C:5]1[C:13]2[O:12][C:11](=[O:14])[NH:10][C:9]=2[CH:8]=[C:7]([Cl:15])[CH:6]=1)=O.O1CCCC1.[Li+].[BH4-], predict the reaction product. The product is: [Cl:15][C:7]1[CH:6]=[C:5]([CH2:3][OH:2])[C:13]2[O:12][C:11](=[O:14])[NH:10][C:9]=2[CH:8]=1. (10) Given the reactants [Cl:1][C:2]1[CH:7]=[C:6]2[NH:8][C:9](=[O:31])[C:10]3([CH:14]([CH2:15][C:16]([CH3:19])([CH3:18])[CH3:17])[CH2:13][N:12]([C:20](Cl)=[O:21])[CH:11]3[C:23]3[CH:28]=[CH:27][CH:26]=[C:25]([Cl:29])[C:24]=3[F:30])[C:5]2=[CH:4][CH:3]=1.CC1(C)[O:37][C@@H:36]([CH2:38][CH2:39][NH2:40])[CH2:35][O:34]1.C(N(CC)CC)C.Cl, predict the reaction product. The product is: [OH:37][C@H:36]([CH2:35][OH:34])[CH2:38][CH2:39][NH:40][C:20]([N:12]1[CH2:13][CH:14]([CH2:15][C:16]([CH3:18])([CH3:17])[CH3:19])[C:10]2([C:5]3[C:6](=[CH:7][C:2]([Cl:1])=[CH:3][CH:4]=3)[NH:8][C:9]2=[O:31])[CH:11]1[C:23]1[CH:28]=[CH:27][CH:26]=[C:25]([Cl:29])[C:24]=1[F:30])=[O:21].